From a dataset of Reaction yield outcomes from USPTO patents with 853,638 reactions. Predict the reaction yield, written as a fraction of the theoretical maximum amount of product (1.0 means a 100% yield; for example, 0.34 means a 34% yield). (1) The reactants are [OH:1][C:2]1[CH:3]=[C:4]([CH2:9][C@H:10]([NH:26]C(OC(C)(C)C)=O)[C:11]([O:13][C@H:14]([CH3:25])[CH2:15][O:16][C:17]([C:19]2[CH:24]=[CH:23][CH:22]=[CH:21][CH:20]=2)=[O:18])=[O:12])[CH:5]=[CH:6][C:7]=1[OH:8].[ClH:34]. The catalyst is O1CCOCC1. The product is [ClH:34].[NH2:26][C@@H:10]([CH2:9][C:4]1[CH:5]=[CH:6][C:7]([OH:8])=[C:2]([OH:1])[CH:3]=1)[C:11]([O:13][C@H:14]([CH3:25])[CH2:15][O:16][C:17]([C:19]1[CH:24]=[CH:23][CH:22]=[CH:21][CH:20]=1)=[O:18])=[O:12]. The yield is 0.930. (2) The yield is 0.450. The catalyst is C(Cl)Cl.CC#N.O.C(O[Cu]OC(=O)C)(=O)C. The product is [S:10]([N:20]1[C:24]2[N:25]=[CH:26][C:27]3[N:28]([C:29]([C@@H:32]4[CH2:36][CH2:35][C@@H:34]([NH:37][C:1]5[CH:6]=[CH:5][CH:4]=[CH:3][CH:2]=5)[CH2:33]4)=[N:30][N:31]=3)[C:23]=2[CH:22]=[CH:21]1)([C:13]1[CH:19]=[CH:18][C:16]([CH3:17])=[CH:15][CH:14]=1)(=[O:12])=[O:11]. The reactants are [C:1]1(B(O)O)[CH:6]=[CH:5][CH:4]=[CH:3][CH:2]=1.[S:10]([N:20]1[C:24]2[N:25]=[CH:26][C:27]3[N:28]([C:29]([C@@H:32]4[CH2:36][CH2:35][C@@H:34]([NH2:37])[CH2:33]4)=[N:30][N:31]=3)[C:23]=2[CH:22]=[CH:21]1)([C:13]1[CH:19]=[CH:18][C:16]([CH3:17])=[CH:15][CH:14]=1)(=[O:12])=[O:11].O=O.